From a dataset of Forward reaction prediction with 1.9M reactions from USPTO patents (1976-2016). Predict the product of the given reaction. Given the reactants [C:1]([C:3]1[CH:7]=[CH:6][N:5]([C:8]2[N:13]=[N:12][C:11]([N:14]([CH2:22][C:23]3([C:27]4[C:32]([F:33])=[CH:31][CH:30]=[CH:29][N:28]=4)[CH2:26][CH2:25][CH2:24]3)C(=O)OC(C)(C)C)=[CH:10][CH:9]=2)[CH:4]=1)#[N:2].C(=O)([O-])[O-:35].[K+].[K+].CS(C)=O.OO, predict the reaction product. The product is: [F:33][C:32]1[C:27]([C:23]2([CH2:22][NH:14][C:11]3[N:12]=[N:13][C:8]([N:5]4[CH:6]=[CH:7][C:3]([C:1]([NH2:2])=[O:35])=[CH:4]4)=[CH:9][CH:10]=3)[CH2:26][CH2:25][CH2:24]2)=[N:28][CH:29]=[CH:30][CH:31]=1.